Dataset: Forward reaction prediction with 1.9M reactions from USPTO patents (1976-2016). Task: Predict the product of the given reaction. (1) Given the reactants [CH2:1]([O:3][C:4]([C:6]1[C:11](Br)=[CH:10][CH:9]=[C:8]([CH3:13])[N:7]=1)=[O:5])[CH3:2].[NH2:14][C:15]1[CH:16]=[N:17][CH:18]=[C:19]([CH3:21])[CH:20]=1, predict the reaction product. The product is: [CH2:1]([O:3][C:4]([C:6]1[C:11]([NH:14][C:15]2[CH:16]=[N:17][CH:18]=[C:19]([CH3:21])[CH:20]=2)=[CH:10][CH:9]=[C:8]([CH3:13])[N:7]=1)=[O:5])[CH3:2]. (2) Given the reactants [NH2:1][C:2]1[CH:3]=[N:4][CH:5]=[CH:6][C:7]=1[N:8]1[CH2:13][C@H:12]([C:14]([F:17])([F:16])[F:15])[CH2:11][C@H:10]([NH:18][C:19](=[O:25])[O:20][C:21]([CH3:24])([CH3:23])[CH3:22])[CH2:9]1.[C:26]([O:30][C:31]([NH:33][C:34]1[O:42][C:41]2[C:36](=[N:37][CH:38]=[C:39]([CH2:43][N:44]3[CH2:48][CH2:47][CH:46]([O:49][CH3:50])[CH2:45]3)[CH:40]=2)[C:35]=1[C:51](O)=[O:52])=[O:32])([CH3:29])([CH3:28])[CH3:27].CCN(C(C)C)C(C)C.CN(C(ON1N=NC2C=CC=NC1=2)=[N+](C)C)C.F[P-](F)(F)(F)(F)F, predict the reaction product. The product is: [C:26]([O:30][C:31]([NH:33][C:34]1[O:42][C:41]2[C:36](=[N:37][CH:38]=[C:39]([CH2:43][N:44]3[CH2:48][CH2:47][CH:46]([O:49][CH3:50])[CH2:45]3)[CH:40]=2)[C:35]=1[C:51]([NH:1][C:2]1[CH:3]=[N:4][CH:5]=[CH:6][C:7]=1[N:8]1[CH2:13][C@H:12]([C:14]([F:16])([F:15])[F:17])[CH2:11][C@H:10]([NH:18][C:19](=[O:25])[O:20][C:21]([CH3:22])([CH3:24])[CH3:23])[CH2:9]1)=[O:52])=[O:32])([CH3:29])([CH3:27])[CH3:28]. (3) The product is: [Cl:27][C:12]1[CH:11]=[C:10]([C:3]2[C:2]([F:1])=[CH:7][C:6]([F:8])=[CH:5][C:4]=2[F:9])[C:19]2[C:14](=[CH:15][CH:16]=[C:17]([C:20]([O:22][CH3:23])=[O:21])[CH:18]=2)[N:13]=1. Given the reactants [F:1][C:2]1[CH:7]=[C:6]([F:8])[CH:5]=[C:4]([F:9])[C:3]=1[C:10]1[C:19]2[C:14](=[CH:15][CH:16]=[C:17]([C:20]([O:22][CH3:23])=[O:21])[CH:18]=2)[N+:13]([O-])=[CH:12][CH:11]=1.P(Cl)(Cl)([Cl:27])=O, predict the reaction product. (4) The product is: [CH3:1][O:2][C:3]([C:5]1[C:6]2[CH2:7][C:8](=[O:15])[NH:9][C:10]=2[CH:11]=[C:12]([Br:14])[CH:13]=1)=[O:4]. Given the reactants [CH3:1][O:2][C:3]([C:5]1[C:6]2[C:7](Br)(Br)[C:8](=[O:15])[NH:9][C:10]=2[CH:11]=[C:12]([Br:14])[CH:13]=1)=[O:4], predict the reaction product. (5) The product is: [Cl:29][C:6]1[C:7]([O:9][CH3:10])=[CH:8][C:3]([O:2][CH3:1])=[CH:4][C:5]=1[C:11]1[C:16]([C:17]2[C:22]([F:23])=[CH:21][C:20]([F:24])=[CH:19][C:18]=2[F:25])=[C:15]([CH3:26])[O:14][C:13](=[O:27])[C:12]=1[CH3:28]. Given the reactants [CH3:1][O:2][C:3]1[CH:4]=[C:5]([C:11]2[C:16]([C:17]3[C:22]([F:23])=[CH:21][C:20]([F:24])=[CH:19][C:18]=3[F:25])=[C:15]([CH3:26])[O:14][C:13](=[O:27])[C:12]=2[CH3:28])[CH:6]=[C:7]([O:9][CH3:10])[CH:8]=1.[Cl:29]N1C(=O)CCC1=O.O, predict the reaction product. (6) Given the reactants CN1C(=O)CC(=O)N(C)C1=O.[CH:12]12[CH2:19][CH2:18][CH:15]([CH2:16][CH2:17]1)[CH2:14][CH:13]2[C:20]([NH:22][C:23]1[S:24][C:25]([CH2:31][CH2:32][CH2:33][NH:34][CH2:35]C=CC)=[C:26]([CH3:30])[C:27]=1[C:28]#[N:29])=[O:21], predict the reaction product. The product is: [CH:12]12[CH2:19][CH2:18][CH:15]([CH2:16][CH2:17]1)[CH2:14][CH:13]2[C:20]([NH:22][C:23]1[S:24][C:25]([CH2:31][CH2:32][CH2:33][NH:34][CH3:35])=[C:26]([CH3:30])[C:27]=1[C:28]#[N:29])=[O:21].